Dataset: Reaction yield outcomes from USPTO patents with 853,638 reactions. Task: Predict the reaction yield, written as a fraction of the theoretical maximum amount of product (1.0 means a 100% yield; for example, 0.34 means a 34% yield). (1) The reactants are Br[C:2]1[CH:3]=[C:4]([CH:9]=[C:10]([C:12]([F:15])([F:14])[F:13])[CH:11]=1)[C:5]([O:7][CH3:8])=[O:6].O.[CH3:17][N:18]1[CH:22]=[C:21](B2OC(C)(C)C(C)(C)O2)[CH:20]=[N:19]1.C(=O)([O-])[O-].[Na+].[Na+]. The catalyst is O1CCOCC1. The product is [CH3:17][N:18]1[CH:22]=[C:21]([C:2]2[CH:3]=[C:4]([CH:9]=[C:10]([C:12]([F:15])([F:14])[F:13])[CH:11]=2)[C:5]([O:7][CH3:8])=[O:6])[CH:20]=[N:19]1. The yield is 1.00. (2) The reactants are [H-].[Na+].[O:3]=[C:4]1[C:13]2[C:8](=[CH:9][CH:10]=[C:11]([C:14]([O:16][CH3:17])=[O:15])[CH:12]=2)[CH:7]=[CH:6][NH:5]1.[Br:18][CH2:19][CH2:20][CH2:21]Br. The catalyst is CN(C=O)C. The product is [Br:18][CH2:19][CH2:20][CH2:21][N:5]1[CH:6]=[CH:7][C:8]2[C:13](=[CH:12][C:11]([C:14]([O:16][CH3:17])=[O:15])=[CH:10][CH:9]=2)[C:4]1=[O:3]. The yield is 0.380.